Task: Predict which catalyst facilitates the given reaction.. Dataset: Catalyst prediction with 721,799 reactions and 888 catalyst types from USPTO (1) Reactant: F[C:2]1[C:7]([I:8])=[CH:6][CH:5]=[CH:4][N:3]=1.[NH:9]1[CH2:13][CH2:12][CH2:11][CH2:10]1.O. Product: [I:8][C:7]1[C:2]([N:9]2[CH2:13][CH2:12][CH2:11][CH2:10]2)=[N:3][CH:4]=[CH:5][CH:6]=1. The catalyst class is: 3. (2) Reactant: [NH2:1][CH2:2][CH2:3][CH2:4][NH:5][C:6](=[O:12])[O:7][C:8]([CH3:11])([CH3:10])[CH3:9].[C:13]([N:21]=[C:22]=[S:23])(=[O:20])[C:14]1[CH:19]=[CH:18][CH:17]=[CH:16][CH:15]=1. Product: [C:13]([NH:21][C:22](=[S:23])[NH:1][CH2:2][CH2:3][CH2:4][NH:5][C:6](=[O:12])[O:7][C:8]([CH3:9])([CH3:11])[CH3:10])(=[O:20])[C:14]1[CH:19]=[CH:18][CH:17]=[CH:16][CH:15]=1. The catalyst class is: 2. (3) Reactant: [NH2:1][C:2]1[CH:3]=[CH:4][C:5]([C:8]2[N:13]=[C:12]([OH:14])[C:11]([Cl:15])=[C:10]([CH3:16])[N:9]=2)=[N:6][CH:7]=1.[H-].[Na+].[CH2:19](Br)[CH:20]=[CH2:21]. Product: [CH2:21]([O:14][C:12]1[C:11]([Cl:15])=[C:10]([CH3:16])[N:9]=[C:8]([C:5]2[N:6]=[CH:7][C:2]([NH2:1])=[CH:3][CH:4]=2)[N:13]=1)[CH:20]=[CH2:19]. The catalyst class is: 3. (4) Reactant: C[O:2][C:3]1[CH:8]=[CH:7][C:6]([C:9]2[N:14]=[C:13]([NH2:15])[N:12]=[C:11]([NH:16][C:17]3[CH:22]=[CH:21][C:20]([O:23][C:24]4[CH:29]=[CH:28][N:27]=[C:26]([CH3:30])[CH:25]=4)=[CH:19][CH:18]=3)[CH:10]=2)=[CH:5][CH:4]=1.B(Br)(Br)Br. Product: [NH2:15][C:13]1[N:14]=[C:9]([C:6]2[CH:7]=[CH:8][C:3]([OH:2])=[CH:4][CH:5]=2)[CH:10]=[C:11]([NH:16][C:17]2[CH:18]=[CH:19][C:20]([O:23][C:24]3[CH:29]=[CH:28][N:27]=[C:26]([CH3:30])[CH:25]=3)=[CH:21][CH:22]=2)[N:12]=1. The catalyst class is: 2.